Dataset: Forward reaction prediction with 1.9M reactions from USPTO patents (1976-2016). Task: Predict the product of the given reaction. (1) Given the reactants [Br:1][C:2]1[CH:3]=[C:4]([NH:10][C:11]2[N:16]=[CH:15][C:14]([N:17]3[CH:22]4[CH2:23][CH2:24][CH:18]3[CH2:19][N:20](C(OC(C)(C)C)=O)[CH2:21]4)=[CH:13][CH:12]=2)[C:5](=[O:9])[N:6]([CH3:8])[CH:7]=1, predict the reaction product. The product is: [CH:18]12[N:17]([C:14]3[CH:13]=[CH:12][C:11]([NH:10][C:4]4[C:5](=[O:9])[N:6]([CH3:8])[CH:7]=[C:2]([Br:1])[CH:3]=4)=[N:16][CH:15]=3)[CH:22]([CH2:23][CH2:24]1)[CH2:21][NH:20][CH2:19]2. (2) Given the reactants [Br:1][C:2]1[C:3]([C:10]2[CH:15]=[CH:14][C:13]([C:16]([F:19])([F:18])[F:17])=[CH:12][CH:11]=2)=[N:4][O:5][C:6]=1[C:7]([OH:9])=O.FC(F)(F)C1C=C[C:25]([C:28]2[CH:32]=[C:31]([C:33](O)=O)O[N:29]=2)=CC=1, predict the reaction product. The product is: [Br:1][C:2]1[C:3]([C:10]2[CH:15]=[CH:14][C:13]([C:16]([F:19])([F:18])[F:17])=[CH:12][CH:11]=2)=[N:4][O:5][C:6]=1[C:7]([NH:29][CH:28]1[CH2:25][CH2:33][CH2:31][CH2:32]1)=[O:9]. (3) Given the reactants [C:1]([C:4]1[S:8][C:7]([NH2:9])=[N:6][C:5]=1[CH3:10])(=[O:3])[CH3:2].[Br:11][C:12]1[C:17]([F:18])=[CH:16][C:15]([S:19](Cl)(=[O:21])=[O:20])=[C:14]([F:23])[CH:13]=1, predict the reaction product. The product is: [C:1]([C:4]1[S:8][C:7]([NH:9][S:19]([C:15]2[CH:16]=[C:17]([F:18])[C:12]([Br:11])=[CH:13][C:14]=2[F:23])(=[O:21])=[O:20])=[N:6][C:5]=1[CH3:10])(=[O:3])[CH3:2]. (4) The product is: [N:1]1([CH2:6][CH2:7][CH2:8][C:9]2[CH:10]=[C:11]3[N:16]([CH:17]=2)[N:15]=[CH:14][N:13]=[C:12]3[NH2:18])[CH2:2][CH2:3][CH2:4][CH2:5]1. Given the reactants [N:1]1([CH2:6][C:7]#[C:8][C:9]2[CH:10]=[C:11]3[N:16]([CH:17]=2)[N:15]=[CH:14][N:13]=[C:12]3[NH2:18])[CH2:5][CH2:4][CH2:3][CH2:2]1.[H][H], predict the reaction product. (5) Given the reactants [CH:1]1([CH2:7][C@@H:8]([NH:11][C:12](=[O:18])[O:13][C:14]([CH3:17])([CH3:16])[CH3:15])[CH2:9][OH:10])[CH2:6][CH2:5][CH2:4][CH2:3][CH2:2]1.C(N(CC)CC)C.O.OS([O-])(=O)=O.[K+], predict the reaction product. The product is: [CH:1]1([CH2:7][C@@H:8]([NH:11][C:12](=[O:18])[O:13][C:14]([CH3:16])([CH3:15])[CH3:17])[CH:9]=[O:10])[CH2:2][CH2:3][CH2:4][CH2:5][CH2:6]1. (6) Given the reactants [Cl:1][C:2]1[CH:3]=[CH:4][C:5]2[N:11]3[CH:12]=[CH:13][CH:14]=[C:10]3[C@@H:9]([CH2:15][CH2:16][C:17]3[N:21](CCC#N)[N:20]=[N:19][N:18]=3)[O:8][C@H:7]([C:26]3[CH:31]=[CH:30][CH:29]=[C:28]([O:32][CH3:33])[C:27]=3[O:34][CH3:35])[C:6]=2[CH:36]=1.C1CCN2C(=NCCC2)CC1, predict the reaction product. The product is: [Cl:1][C:2]1[CH:3]=[CH:4][C:5]2[N:11]3[CH:12]=[CH:13][CH:14]=[C:10]3[C@@H:9]([CH2:15][CH2:16][C:17]3[NH:21][N:20]=[N:19][N:18]=3)[O:8][C@H:7]([C:26]3[CH:31]=[CH:30][CH:29]=[C:28]([O:32][CH3:33])[C:27]=3[O:34][CH3:35])[C:6]=2[CH:36]=1.